Task: Regression. Given two drug SMILES strings and cell line genomic features, predict the synergy score measuring deviation from expected non-interaction effect.. Dataset: NCI-60 drug combinations with 297,098 pairs across 59 cell lines Drug 1: CCC1=CC2CC(C3=C(CN(C2)C1)C4=CC=CC=C4N3)(C5=C(C=C6C(=C5)C78CCN9C7C(C=CC9)(C(C(C8N6C)(C(=O)OC)O)OC(=O)C)CC)OC)C(=O)OC.C(C(C(=O)O)O)(C(=O)O)O. Drug 2: C1=NC2=C(N1)C(=S)N=CN2. Cell line: HL-60(TB). Synergy scores: CSS=35.5, Synergy_ZIP=-4.97, Synergy_Bliss=-3.74, Synergy_Loewe=-16.2, Synergy_HSA=-3.30.